Dataset: NCI-60 drug combinations with 297,098 pairs across 59 cell lines. Task: Regression. Given two drug SMILES strings and cell line genomic features, predict the synergy score measuring deviation from expected non-interaction effect. (1) Cell line: K-562. Synergy scores: CSS=54.9, Synergy_ZIP=-0.695, Synergy_Bliss=0.817, Synergy_Loewe=-8.25, Synergy_HSA=1.52. Drug 1: CC1=C(C=C(C=C1)NC2=NC=CC(=N2)N(C)C3=CC4=NN(C(=C4C=C3)C)C)S(=O)(=O)N.Cl. Drug 2: CC(C1=C(C=CC(=C1Cl)F)Cl)OC2=C(N=CC(=C2)C3=CN(N=C3)C4CCNCC4)N. (2) Drug 1: C1=NC2=C(N=C(N=C2N1C3C(C(C(O3)CO)O)O)F)N. Drug 2: CC1=C(C=C(C=C1)C(=O)NC2=CC(=CC(=C2)C(F)(F)F)N3C=C(N=C3)C)NC4=NC=CC(=N4)C5=CN=CC=C5. Cell line: HS 578T. Synergy scores: CSS=2.40, Synergy_ZIP=-1.64, Synergy_Bliss=-1.47, Synergy_Loewe=-10.2, Synergy_HSA=-2.59.